From a dataset of Reaction yield outcomes from USPTO patents with 853,638 reactions. Predict the reaction yield, written as a fraction of the theoretical maximum amount of product (1.0 means a 100% yield; for example, 0.34 means a 34% yield). (1) The reactants are [CH:1]1([CH:5]([OH:15])[C:6]2[CH:14]=[CH:13][C:9]([C:10]([OH:12])=O)=[CH:8][CH:7]=2)[CH2:4][CH2:3][CH2:2]1.Cl.[NH2:17][CH2:18][CH2:19][C:20]([O:22][CH2:23][CH3:24])=[O:21].F[P-](F)(F)(F)(F)F.N1(OC(N(C)C)=[N+](C)C)C2N=CC=CC=2N=N1.C(N(C(C)C)CC)(C)C. The catalyst is CN(C)C=O. The product is [CH:1]1([CH:5]([OH:15])[C:6]2[CH:7]=[CH:8][C:9]([C:10]([NH:17][CH2:18][CH2:19][C:20]([O:22][CH2:23][CH3:24])=[O:21])=[O:12])=[CH:13][CH:14]=2)[CH2:2][CH2:3][CH2:4]1. The yield is 1.00. (2) The reactants are CCCCCCCCCC[CH2:11][CH2:12][O:13]S([O-])(=O)=O.[Na+].[OH:19][CH2:20][CH:21](CO)O.C(S)[C@@H](O)[C@H](O)CS.C1C=CC2S(=O)(=O)OC(C3C=C(Br)C(O)=C(Br)C=3)(C3C=C(Br)C(O)=C(Br)C=3)C=2C=1.[CH2:62]([OH:69])[C:63]([NH2:68])([CH2:66][OH:67])[CH2:64][OH:65]. No catalyst specified. The product is [CH2:21]([N:68]([C:63]([CH2:66][OH:67])([CH2:64][OH:65])[CH2:62][OH:69])[CH2:11][CH2:12][OH:13])[CH2:20][OH:19]. The yield is 0.100.